This data is from Full USPTO retrosynthesis dataset with 1.9M reactions from patents (1976-2016). The task is: Predict the reactants needed to synthesize the given product. Given the product [C:6]123[CH2:5][CH2:4][CH2:3][C:7]1([C:11](=[O:12])[O:13][C:14]2=[O:15])[CH:8]1[CH2:9][CH:10]3[CH:16]=[CH:17]1, predict the reactants needed to synthesize it. The reactants are: C1[CH2:5][CH:4]=[CH:3]C=1.[C:6]12[C:14](=[O:15])[O:13][C:11](=[O:12])[C:7]=1[CH2:8][CH2:9][CH2:10]2.[CH2:16](OCC)[CH3:17].